From a dataset of NCI-60 drug combinations with 297,098 pairs across 59 cell lines. Regression. Given two drug SMILES strings and cell line genomic features, predict the synergy score measuring deviation from expected non-interaction effect. Drug 1: CC=C1C(=O)NC(C(=O)OC2CC(=O)NC(C(=O)NC(CSSCCC=C2)C(=O)N1)C(C)C)C(C)C. Drug 2: C1CN1C2=NC(=NC(=N2)N3CC3)N4CC4. Cell line: UACC-257. Synergy scores: CSS=68.5, Synergy_ZIP=-2.87, Synergy_Bliss=-0.791, Synergy_Loewe=-3.50, Synergy_HSA=1.58.